From a dataset of Forward reaction prediction with 1.9M reactions from USPTO patents (1976-2016). Predict the product of the given reaction. (1) The product is: [C:1]([O:5][C:6](=[O:25])[NH:7][C:8]1[CH:13]=[CH:12][C:11]([C:14]#[C:15][C:16]2[CH:17]=[CH:18][CH:19]=[CH:20][CH:21]=2)=[CH:10][C:9]=1[NH2:22])([CH3:4])([CH3:2])[CH3:3]. Given the reactants [C:1]([O:5][C:6](=[O:25])[NH:7][C:8]1[CH:13]=[CH:12][C:11]([C:14]#[C:15][C:16]2[CH:21]=[CH:20][CH:19]=[CH:18][CH:17]=2)=[CH:10][C:9]=1[N+:22]([O-])=O)([CH3:4])([CH3:3])[CH3:2].O.O.Cl[Sn]Cl, predict the reaction product. (2) The product is: [C:1]([C:3]([C:15]1[CH:20]=[CH:19][CH:18]=[CH:17][CH:16]=1)([C:9]1[CH:14]=[CH:13][CH:12]=[CH:11][CH:10]=1)[CH2:4][CH2:5][C:6]([Cl:24])=[O:7])#[N:2]. Given the reactants [C:1]([C:3]([C:15]1[CH:20]=[CH:19][CH:18]=[CH:17][CH:16]=1)([C:9]1[CH:14]=[CH:13][CH:12]=[CH:11][CH:10]=1)[CH2:4][CH2:5][C:6](O)=[O:7])#[N:2].C(Cl)(=O)C([Cl:24])=O, predict the reaction product. (3) Given the reactants [CH3:1][C:2]1[C:6]([CH2:7][NH:8][C:9]2[CH:14]=[CH:13][C:12]([CH2:15][C:16]([OH:18])=O)=[CH:11][CH:10]=2)=[C:5]([CH3:19])[O:4][N:3]=1.[C:20]1([CH:26]([C:28]2[CH:33]=[CH:32][C:31]([CH3:34])=[CH:30][CH:29]=2)[NH2:27])[CH:25]=[CH:24][CH:23]=[CH:22][CH:21]=1, predict the reaction product. The product is: [CH3:1][C:2]1[C:6]([CH2:7][NH:8][C:9]2[CH:10]=[CH:11][C:12]([CH2:15][C:16]([NH:27][CH:26]([C:20]3[CH:25]=[CH:24][CH:23]=[CH:22][CH:21]=3)[C:28]3[CH:33]=[CH:32][C:31]([CH3:34])=[CH:30][CH:29]=3)=[O:18])=[CH:13][CH:14]=2)=[C:5]([CH3:19])[O:4][N:3]=1. (4) Given the reactants COC1C=CC(N2CCN(CCC3C=CC=CC=3)CC2)=CC=1.[F:23][C:24]1[CH:29]=[C:28]([O:30]C)[C:27]([F:32])=[CH:26][C:25]=1[N:33]1[CH2:38][CH2:37][CH:36](/[CH:39]=[CH:40]\[CH2:41][C:42]2[CH:47]=[CH:46][CH:45]=[CH:44][CH:43]=2)[CH2:35][CH2:34]1, predict the reaction product. The product is: [F:32][C:27]1[CH:26]=[C:25]([N:33]2[CH2:38][CH2:37][CH:36](/[CH:39]=[CH:40]\[CH2:41][C:42]3[CH:47]=[CH:46][CH:45]=[CH:44][CH:43]=3)[CH2:35][CH2:34]2)[C:24]([F:23])=[CH:29][C:28]=1[OH:30].